From a dataset of Full USPTO retrosynthesis dataset with 1.9M reactions from patents (1976-2016). Predict the reactants needed to synthesize the given product. Given the product [Cl:30][C:27]1[CH:28]=[CH:29][C:24]([CH:14]([C@@H:13]([CH3:20])[C:12]([F:21])([F:22])[F:11])[C:15]([O:17][CH2:18][CH3:19])=[O:16])=[C:25]([F:31])[CH:26]=1, predict the reactants needed to synthesize it. The reactants are: C[Si](C)(C)[N-][Si](C)(C)C.[Li+].[F:11][C:12]([F:22])([F:21])[C@H:13]([CH3:20])[CH2:14][C:15]([O:17][CH2:18][CH3:19])=[O:16].Br[C:24]1[CH:29]=[CH:28][C:27]([Cl:30])=[CH:26][C:25]=1[F:31].C1(P(C2CCCCC2)C2C=CC=CC=2C2C=CC=CC=2N(C)C)CCCCC1.